Dataset: Full USPTO retrosynthesis dataset with 1.9M reactions from patents (1976-2016). Task: Predict the reactants needed to synthesize the given product. (1) Given the product [C:1]1([CH:6]=[N:38][C:12]([O:11][Si:18]([CH3:25])([CH3:24])[CH3:17])=[CH2:13])[CH2:5][CH2:4][CH2:3][CH:2]=1, predict the reactants needed to synthesize it. The reactants are: [C:1]1([CH:6]=O)[CH2:5][CH2:4][CH2:3][CH:2]=1.ClC1C=[C:11](C=CC=1)[CH:12]=[O:13].[CH3:17][Si:18]([CH3:25])([CH3:24])N[Si:18]([CH3:25])([CH3:24])[CH3:17].C([Li])CCC.C[Si](Cl)(C)C.C([N:38](CC)CC)C.C(Cl)(=O)C. (2) Given the product [ClH:26].[F:25][C:21]1[CH:20]=[C:19]([CH:24]=[CH:23][CH:22]=1)[CH2:18][NH2:17], predict the reactants needed to synthesize it. The reactants are: C(OC(N1[C@H]2CCCC[C@H]2N=C1[NH:17][CH2:18][C:19]1[CH:24]=[CH:23][CH:22]=[C:21]([F:25])[CH:20]=1)=O)(C)(C)C.[ClH:26]. (3) Given the product [BrH:1].[CH2:3]1[C:4]2([CH2:9][CH2:8][CH2:7][NH:6][CH2:5]2)[CH2:2]1, predict the reactants needed to synthesize it. The reactants are: [BrH:1].[CH2:2]1[C:4]2([CH2:9][CH2:8][CH2:7][N:6](C(OCC3C=CC=CC=3)=O)[CH2:5]2)[CH2:3]1. (4) Given the product [CH2:2]([O:4][C:5](=[O:22])[CH2:6][C:12]1[CH:17]=[CH:16][C:15]([Br:18])=[CH:14][C:13]=1[N+:19]([O-:21])=[O:20])[CH3:3], predict the reactants needed to synthesize it. The reactants are: Cl.[CH2:2]([O:4][C:5](=[O:22])[CH:6]([C:12]1[CH:17]=[CH:16][C:15]([Br:18])=[CH:14][C:13]=1[N+:19]([O-:21])=[O:20])C(OCC)=O)[CH3:3].O. (5) Given the product [F:43][C:41]1[CH:42]=[C:37]([CH2:36][NH:35][C:32]2[CH:33]=[CH:34][C:29]([CH2:28][C:27]3[C:21]4[C:22](=[N:23][CH:24]=[C:19]([C:17]5[CH:16]=[N:15][N:14]([CH:11]6[CH2:12][CH2:13][NH:8][CH2:9][CH2:10]6)[CH:18]=5)[CH:20]=4)[NH:25][CH:26]=3)=[C:30]([F:46])[N:31]=2)[C:38]([O:44][CH3:45])=[N:39][CH:40]=1, predict the reactants needed to synthesize it. The reactants are: C(OC([N:8]1[CH2:13][CH2:12][CH:11]([N:14]2[CH:18]=[C:17]([C:19]3[CH:20]=[C:21]4[C:27]([CH2:28][C:29]5[C:30]([F:46])=[N:31][C:32]([NH:35][CH2:36][C:37]6[C:38]([O:44][CH3:45])=[N:39][CH:40]=[C:41]([F:43])[CH:42]=6)=[CH:33][CH:34]=5)=[CH:26][N:25](S(C5C=CC=CC=5)(=O)=O)[C:22]4=[N:23][CH:24]=3)[CH:16]=[N:15]2)[CH2:10][CH2:9]1)=O)(C)(C)C.[OH-].[K+].C(O)(=O)CC(CC(O)=O)(C(O)=O)O.C(OC(N1CCC(N2C=C(C3C=C4C(CC5C(F)=NC(NCC6C(OC)=NC=C(F)C=6)=CC=5)=CNC4=NC=3)C=N2)CC1)=O)(C)(C)C.FC(F)(F)C(O)=O.C(=O)(O)[O-].[Na+]. (6) Given the product [OH:10][C:11]1[CH:16]=[CH:15][C:14]([C:17](=[O:24])[CH2:18][CH2:19][C:28]2[S:29][C:30]3[CH:37]=[CH:36][CH:35]=[CH:34][C:31]=3[C:32]=2[CH3:33])=[CH:13][C:12]=1[CH3:25], predict the reactants needed to synthesize it. The reactants are: [H-].[Na+].C([O:10][C:11]1[CH:16]=[CH:15][C:14]([C:17](=[O:24])[CH2:18][C:19](OCC)=O)=[CH:13][C:12]=1[CH3:25])C1C=CC=CC=1.ClC[C:28]1[S:29][C:30]2[CH:37]=[CH:36][CH:35]=[CH:34][C:31]=2[C:32]=1[CH3:33]. (7) Given the product [F:15][CH:12]([F:14])[CH:11]([C:9]1[CH:8]=[CH:7][CH:6]=[C:5]2[C:10]=1[C:2]([F:1])([F:18])[C:3](=[O:17])[NH:4]2)[O:16][C@:26]12[CH2:25][CH2:24][CH2:23][C@@:28]1([CH2:27][CH:29]=[CH2:30])[CH2:20][CH2:21][O:33]2, predict the reactants needed to synthesize it. The reactants are: [F:1][C:2]1([F:18])[C:10]2[C:5](=[CH:6][CH:7]=[CH:8][C:9]=2[CH:11]([OH:16])[C:12]([F:15])([F:14])F)[NH:4][C:3]1=[O:17].F[C:20]1(F)[C:28]2[C:23](=[CH:24][CH:25]=[CH:26][C:27]=2[CH:29](O)[CH2:30]F)N[C:21]1=[O:33]. (8) Given the product [CH2:1]([C:8]1[CH:13]=[C:12]([CH3:16])[N:11]=[C:10]([Cl:15])[N:9]=1)[C:2]1[CH:7]=[CH:6][CH:5]=[CH:4][CH:3]=1, predict the reactants needed to synthesize it. The reactants are: [CH2:1]([C:8]1[CH:13]=[C:12](Cl)[N:11]=[C:10]([Cl:15])[N:9]=1)[C:2]1[CH:7]=[CH:6][CH:5]=[CH:4][CH:3]=1.[CH3:16][Zn]C.C(OCC)(=O)C.O. (9) Given the product [Cl:3][C:4]1[C:12]2[N:11]=[C:10]3[N:13]([C:17]4[CH:22]=[CH:21][C:20]([Cl:23])=[CH:19][C:18]=4[Cl:24])[CH2:14][CH2:15][CH2:16][N:9]3[C:8]=2[C:7]([C:25]([CH:30]2[CH2:32][CH2:31]2)([CH:27]2[CH2:29][CH2:28]2)[O:26][CH3:33])=[CH:6][CH:5]=1, predict the reactants needed to synthesize it. The reactants are: [H-].[Na+].[Cl:3][C:4]1[C:12]2[N:11]=[C:10]3[N:13]([C:17]4[CH:22]=[CH:21][C:20]([Cl:23])=[CH:19][C:18]=4[Cl:24])[CH2:14][CH2:15][CH2:16][N:9]3[C:8]=2[C:7]([C:25]([CH:30]2[CH2:32][CH2:31]2)([CH:27]2[CH2:29][CH2:28]2)[OH:26])=[CH:6][CH:5]=1.[CH3:33]I.